Dataset: TCR-epitope binding with 47,182 pairs between 192 epitopes and 23,139 TCRs. Task: Binary Classification. Given a T-cell receptor sequence (or CDR3 region) and an epitope sequence, predict whether binding occurs between them. (1) The epitope is FLNRFTTTL. The TCR CDR3 sequence is CASSFSTGSYGYTF. Result: 0 (the TCR does not bind to the epitope). (2) The epitope is AYILFTRFFYV. The TCR CDR3 sequence is CASSPGTDLQETQYF. Result: 0 (the TCR does not bind to the epitope). (3) The epitope is RIFTIGTVTLK. The TCR CDR3 sequence is CASNAGGNEKLFF. Result: 1 (the TCR binds to the epitope). (4) The epitope is QIKVRVKMV. The TCR CDR3 sequence is CASSLVDRNTEAFF. Result: 0 (the TCR does not bind to the epitope). (5) The epitope is RAKFKQLL. The TCR CDR3 sequence is CASSPTSGIEETQYF. Result: 0 (the TCR does not bind to the epitope). (6) The epitope is LLWNGPMAV. The TCR CDR3 sequence is CASSNQGASAYGYTF. Result: 1 (the TCR binds to the epitope). (7) The epitope is YFPLQSYGF. The TCR CDR3 sequence is CASSLVPYEQYF. Result: 1 (the TCR binds to the epitope).